This data is from Reaction yield outcomes from USPTO patents with 853,638 reactions. The task is: Predict the reaction yield, written as a fraction of the theoretical maximum amount of product (1.0 means a 100% yield; for example, 0.34 means a 34% yield). (1) The reactants are [Si]([O:8][CH2:9][C:10]1([CH3:37])[S:16][CH2:15][CH2:14][N:13]2[C:17]([C:20]3([C:23]4[CH:28]=[CH:27][C:26]([C:29]5[N:34]=[C:33]([C:35]#[N:36])[CH:32]=[CH:31][CH:30]=5)=[CH:25][CH:24]=4)[CH2:22][CH2:21]3)=[N:18][N:19]=[C:12]2[CH2:11]1)(C(C)(C)C)(C)C.Cl. The catalyst is CO. The product is [OH:8][CH2:9][C:10]1([CH3:37])[S:16][CH2:15][CH2:14][N:13]2[C:17]([C:20]3([C:23]4[CH:28]=[CH:27][C:26]([C:29]5[N:34]=[C:33]([C:35]#[N:36])[CH:32]=[CH:31][CH:30]=5)=[CH:25][CH:24]=4)[CH2:22][CH2:21]3)=[N:18][N:19]=[C:12]2[CH2:11]1. The yield is 0.910. (2) The reactants are O[CH2:2][CH2:3][N:4]1[C:8]2[CH:9]=[CH:10][C:11]([N+:13]([O-:15])=[O:14])=[CH:12][C:7]=2[N:6]=[CH:5]1.C1(P(C2C=CC=CC=2)C2C=CC=CC=2)C=CC=CC=1.CCOC(/N=N/C(OCC)=O)=O.[C:47]1(=[O:57])[NH:51][C:50](=[O:52])[C:49]2=[CH:53][CH:54]=[CH:55][CH:56]=[C:48]12. The catalyst is CCCCCC.CCOC(C)=O. The product is [C:47]1(=[O:57])[N:51]([CH2:2][CH2:3][N:4]2[C:8]3[CH:9]=[CH:10][C:11]([N+:13]([O-:15])=[O:14])=[CH:12][C:7]=3[N:6]=[CH:5]2)[C:50](=[O:52])[C:49]2=[CH:53][CH:54]=[CH:55][CH:56]=[C:48]12. The yield is 0.820. (3) The reactants are C[Al](C)C.CCCCCC.[CH3:11][C:12]1[CH:13]=[CH:14][C:15]([NH2:18])=[N:16][CH:17]=1.[CH:19]([O:22][CH2:23][C@H:24]([O:29][C:30]1[N:35]=[CH:34][N:33]=[C:32]2[N:36]([C:39]3[C:44]([CH3:45])=[CH:43][CH:42]=[CH:41][N:40]=3)[N:37]=[CH:38][C:31]=12)[C:25](OC)=[O:26])([CH3:21])[CH3:20]. The catalyst is C1(C)C=CC=CC=1. The product is [CH:19]([O:22][CH2:23][C@H:24]([O:29][C:30]1[N:35]=[CH:34][N:33]=[C:32]2[N:36]([C:39]3[C:44]([CH3:45])=[CH:43][CH:42]=[CH:41][N:40]=3)[N:37]=[CH:38][C:31]=12)[C:25]([NH:18][C:15]1[CH:14]=[CH:13][C:12]([CH3:11])=[CH:17][N:16]=1)=[O:26])([CH3:21])[CH3:20]. The yield is 0.510. (4) The reactants are C(O[BH-](OC(=O)C)OC(=O)C)(=O)C.[Na+].[CH3:15][O:16][C:17]1[CH:18]=[C:19](/[CH:26]=[CH:27]/[N:28]2[CH2:33][CH2:32][N:31]([CH3:34])[CH2:30][CH2:29]2)[CH:20]=[CH:21][C:22]=1[N+:23]([O-:25])=[O:24]. The catalyst is COCCOC.C(O)(=O)C. The product is [CH3:15][O:16][C:17]1[CH:18]=[C:19]([CH2:26][CH2:27][N:28]2[CH2:33][CH2:32][N:31]([CH3:34])[CH2:30][CH2:29]2)[CH:20]=[CH:21][C:22]=1[N+:23]([O-:25])=[O:24]. The yield is 0.790. (5) The reactants are [Si:1]([O:8][C@@H:9]([CH3:29])[C@H:10]([N:19]1[CH:27]=[N:26][C:25]2[C:20]1=[N:21][CH:22]=[N:23][C:24]=2Cl)[CH2:11][CH2:12][C:13]1[CH:18]=[CH:17][CH:16]=[CH:15][CH:14]=1)([C:4]([CH3:7])([CH3:6])[CH3:5])([CH3:3])[CH3:2].[NH3:30].ClCCl.[CH3:34][OH:35]. No catalyst specified. The product is [Si:1]([O:8][C@@H:9]([CH3:29])[C@H:10]([N:19]1[CH:27]=[N:26][C:25]2[C:20]1=[N:21][CH:22]=[N:23][C:24]=2[NH2:30])[CH2:11][CH2:12][C:13]1[CH:18]=[CH:17][CH:16]=[CH:15][CH:14]=1)([C:4]([CH3:7])([CH3:6])[CH3:5])([CH3:3])[CH3:2].[Si:1]([O:8][C@@H:9]([CH3:29])[C@H:10]([N:19]1[CH:27]=[N:26][C:25]2[C:20]1=[N:21][CH:22]=[N:23][C:24]=2[O:35][CH3:34])[CH2:11][CH2:12][C:13]1[CH:18]=[CH:17][CH:16]=[CH:15][CH:14]=1)([C:4]([CH3:7])([CH3:6])[CH3:5])([CH3:3])[CH3:2]. The yield is 0.670. (6) The reactants are [Cl:1][C:2]1[CH:7]=[CH:6][C:5]([C:8]2[C:13]([CH:14]([OH:18])[C:15]([OH:17])=[O:16])=[C:12]([CH3:19])[N:11]=[C:10]3[NH:20][C:21]([CH3:24])=[C:22]([CH3:23])[C:9]=23)=[CH:4][CH:3]=1.S(=O)(=O)(O)O.[OH-].[Na+].[CH3:32]O. No catalyst specified. The product is [Cl:1][C:2]1[CH:7]=[CH:6][C:5]([C:8]2[C:13]([CH:14]([OH:18])[C:15]([O:17][CH3:32])=[O:16])=[C:12]([CH3:19])[N:11]=[C:10]3[NH:20][C:21]([CH3:24])=[C:22]([CH3:23])[C:9]=23)=[CH:4][CH:3]=1. The yield is 0.640. (7) The reactants are C[O:2][C:3]1[CH:4]=[CH:5][C:6]2[O:12][C:11]3[CH:13]=[CH:14][CH:15]=[CH:16][C:10]=3[N:9]=[C:8]([C:17]3[CH:27]=[CH:26][C:20]([C:21]([O:23][CH2:24][CH3:25])=[O:22])=[CH:19][CH:18]=3)[C:7]=2[CH:28]=1.B(Br)(Br)Br.C(O)C.CO. The catalyst is C(Cl)Cl.C(OCC)(=O)C. The product is [OH:2][C:3]1[CH:4]=[CH:5][C:6]2[O:12][C:11]3[CH:13]=[CH:14][CH:15]=[CH:16][C:10]=3[N:9]=[C:8]([C:17]3[CH:27]=[CH:26][C:20]([C:21]([O:23][CH2:24][CH3:25])=[O:22])=[CH:19][CH:18]=3)[C:7]=2[CH:28]=1. The yield is 0.300. (8) The reactants are C(O[C:4](=S)[S:5][C:6]1[CH:11]=[C:10]([C:12]([F:15])([F:14])[F:13])[CH:9]=[C:8]([Br:16])[CH:7]=1)C.[OH-].[K+].[CH2:20](Br)C.C([O-])([O-])=O.[K+].[K+]. The catalyst is O.CCO. The product is [Br:16][C:8]1[CH:9]=[C:10]([C:12]([F:15])([F:14])[F:13])[CH:11]=[C:6]([S:5][CH2:4][CH3:20])[CH:7]=1. The yield is 0.450.